From a dataset of NCI-60 drug combinations with 297,098 pairs across 59 cell lines. Regression. Given two drug SMILES strings and cell line genomic features, predict the synergy score measuring deviation from expected non-interaction effect. (1) Drug 1: C1CCN(CC1)CCOC2=CC=C(C=C2)C(=O)C3=C(SC4=C3C=CC(=C4)O)C5=CC=C(C=C5)O. Drug 2: C1=NNC2=C1C(=O)NC=N2. Cell line: NCI/ADR-RES. Synergy scores: CSS=1.72, Synergy_ZIP=1.38, Synergy_Bliss=2.88, Synergy_Loewe=1.70, Synergy_HSA=0.224. (2) Drug 1: C#CCC(CC1=CN=C2C(=N1)C(=NC(=N2)N)N)C3=CC=C(C=C3)C(=O)NC(CCC(=O)O)C(=O)O. Drug 2: C1CN(CCN1C(=O)CCBr)C(=O)CCBr. Cell line: LOX IMVI. Synergy scores: CSS=45.2, Synergy_ZIP=5.32, Synergy_Bliss=7.00, Synergy_Loewe=-17.2, Synergy_HSA=6.82. (3) Drug 1: CC1=C(C=C(C=C1)C(=O)NC2=CC(=CC(=C2)C(F)(F)F)N3C=C(N=C3)C)NC4=NC=CC(=N4)C5=CN=CC=C5. Drug 2: C1CN(CCN1C(=O)CCBr)C(=O)CCBr. Cell line: PC-3. Synergy scores: CSS=7.06, Synergy_ZIP=-2.14, Synergy_Bliss=6.23, Synergy_Loewe=4.17, Synergy_HSA=4.63. (4) Drug 1: CC12CCC(CC1=CCC3C2CCC4(C3CC=C4C5=CN=CC=C5)C)O. Drug 2: CN1CCC(CC1)COC2=C(C=C3C(=C2)N=CN=C3NC4=C(C=C(C=C4)Br)F)OC. Cell line: MDA-MB-435. Synergy scores: CSS=11.9, Synergy_ZIP=-0.955, Synergy_Bliss=8.12, Synergy_Loewe=4.52, Synergy_HSA=5.17. (5) Drug 1: C1=CC=C(C=C1)NC(=O)CCCCCCC(=O)NO. Drug 2: COC1=C2C(=CC3=C1OC=C3)C=CC(=O)O2. Cell line: PC-3. Synergy scores: CSS=18.5, Synergy_ZIP=2.79, Synergy_Bliss=4.39, Synergy_Loewe=-5.75, Synergy_HSA=0.566. (6) Drug 1: CCCS(=O)(=O)NC1=C(C(=C(C=C1)F)C(=O)C2=CNC3=C2C=C(C=N3)C4=CC=C(C=C4)Cl)F. Drug 2: COC1=NC(=NC2=C1N=CN2C3C(C(C(O3)CO)O)O)N. Cell line: OVCAR-8. Synergy scores: CSS=-0.876, Synergy_ZIP=2.01, Synergy_Bliss=0.0224, Synergy_Loewe=-2.42, Synergy_HSA=-2.23. (7) Drug 1: CC1C(C(CC(O1)OC2CC(CC3=C2C(=C4C(=C3O)C(=O)C5=C(C4=O)C(=CC=C5)OC)O)(C(=O)C)O)N)O.Cl. Drug 2: CC12CCC3C(C1CCC2OP(=O)(O)O)CCC4=C3C=CC(=C4)OC(=O)N(CCCl)CCCl.[Na+]. Cell line: HS 578T. Synergy scores: CSS=14.4, Synergy_ZIP=-2.97, Synergy_Bliss=2.06, Synergy_Loewe=-14.3, Synergy_HSA=0.594. (8) Drug 1: C1=CC(=CC=C1CCCC(=O)O)N(CCCl)CCCl. Drug 2: COC1=C2C(=CC3=C1OC=C3)C=CC(=O)O2. Cell line: HOP-62. Synergy scores: CSS=3.96, Synergy_ZIP=0.167, Synergy_Bliss=-4.25, Synergy_Loewe=-3.75, Synergy_HSA=-4.06. (9) Drug 1: C1=CN(C=N1)CC(O)(P(=O)(O)O)P(=O)(O)O. Drug 2: COCCOC1=C(C=C2C(=C1)C(=NC=N2)NC3=CC=CC(=C3)C#C)OCCOC.Cl. Cell line: SW-620. Synergy scores: CSS=-0.286, Synergy_ZIP=0.835, Synergy_Bliss=0.751, Synergy_Loewe=-1.00, Synergy_HSA=-0.885. (10) Drug 1: CNC(=O)C1=CC=CC=C1SC2=CC3=C(C=C2)C(=NN3)C=CC4=CC=CC=N4. Drug 2: C1C(C(OC1N2C=NC3=C(N=C(N=C32)Cl)N)CO)O. Cell line: SNB-75. Synergy scores: CSS=-2.86, Synergy_ZIP=5.02, Synergy_Bliss=-4.01, Synergy_Loewe=-5.27, Synergy_HSA=-5.01.